From a dataset of Catalyst prediction with 721,799 reactions and 888 catalyst types from USPTO. Predict which catalyst facilitates the given reaction. (1) Reactant: [CH3:1][CH:2]([C:5](=O)[C:6]1[CH:7]=[N:8][CH:9]=[CH:10][CH:11]=1)[C:3]#[N:4].O.[NH2:14][NH2:15]. Product: [CH3:1][C:2]1[C:5]([C:6]2[CH:7]=[N:8][CH:9]=[CH:10][CH:11]=2)=[N:14][NH:15][C:3]=1[NH2:4]. The catalyst class is: 14. (2) Reactant: [CH2:1]([P:3]([CH2:6][CH2:7][CH2:8][OH:9])(=[O:5])[OH:4])[CH3:2].[OH-:10].[Na+:11].C.OO. Product: [Na+:11].[CH2:1]([P:3]([OH:4])([CH2:6][CH2:7][C:8]([O-:10])=[O:9])=[O:5])[CH3:2]. The catalyst class is: 6. (3) Reactant: N#N.C([O:5][C:6]([C:8]1[S:9][CH:10]=[C:11]([CH2:13][N:14]2[CH:18]=[C:17]([NH:19][C:20]([O:22][CH2:23][C:24]3[CH:29]=[CH:28][CH:27]=[CH:26][C:25]=3[Cl:30])=[O:21])[CH:16]=[N:15]2)[N:12]=1)=O)C.CC(C[AlH]CC(C)C)C. Product: [Cl:30][C:25]1[CH:26]=[CH:27][CH:28]=[CH:29][C:24]=1[CH2:23][O:22][C:20](=[O:21])[NH:19][C:17]1[CH:16]=[N:15][N:14]([CH2:13][C:11]2[N:12]=[C:8]([CH2:6][OH:5])[S:9][CH:10]=2)[CH:18]=1. The catalyst class is: 182. (4) Product: [ClH:1].[ClH:29].[ClH:1].[Cl:1][C:2]1[C:3]([C:8]2[CH:9]=[C:10]3[C:14](=[CH:15][CH:16]=2)[NH:13][N:12]=[C:11]3[NH:17][C:18]2[S:19][C:20]([CH2:23][N:24]([CH3:26])[CH3:25])=[CH:21][N:22]=2)=[N:4][CH:5]=[CH:6][CH:7]=1. The catalyst class is: 13. Reactant: [Cl:1][C:2]1[C:3]([C:8]2[CH:9]=[C:10]3[C:14](=[CH:15][CH:16]=2)[NH:13][N:12]=[C:11]3[NH:17][C:18]2[S:19][C:20]([CH2:23][N:24]([CH3:26])[CH3:25])=[CH:21][N:22]=2)=[N:4][CH:5]=[CH:6][CH:7]=1.[H][H].[Cl-:29].C(OCC)(=O)C. (5) Product: [CH3:17][O:16][C:13]1[CH:14]=[CH:15][C:10]([C:2]2[C:3]([CH3:9])([CH3:8])[CH2:4][C:5](=[O:6])[NH:22][N:23]=2)=[CH:11][C:12]=1[N+:18]([O-:20])=[O:19]. The catalyst class is: 8. Reactant: O[C:2]1([C:10]2[CH:15]=[CH:14][C:13]([O:16][CH3:17])=[C:12]([N+:18]([O-:20])=[O:19])[CH:11]=2)[O:6][C:5](=O)[CH2:4][C:3]1([CH3:9])[CH3:8].O.[NH2:22][NH2:23]. (6) Reactant: CO[C:3]([C:5]1[N:6]([CH2:31][CH:32]=[O:33])[CH:7]=[C:8]([C:20](=[O:30])[NH:21][CH2:22][C:23]2[CH:28]=[CH:27][C:26]([F:29])=[CH:25][CH:24]=2)[C:9](=[O:19])[C:10]=1[O:11][CH2:12][C:13]1[CH:18]=[CH:17][CH:16]=[CH:15][CH:14]=1)=[O:4].[NH2:34][C@H:35]([CH2:40]O)[C:36]([CH3:39])([CH3:38])[CH3:37].C(O)(=O)C. Product: [CH3:37][C:36]([C@@H:35]1[N:34]2[C:3](=[O:4])[C:5]3[N:6]([CH:7]=[C:8]([C:20]([NH:21][CH2:22][C:23]4[CH:28]=[CH:27][C:26]([F:29])=[CH:25][CH:24]=4)=[O:30])[C:9](=[O:19])[C:10]=3[O:11][CH2:12][C:13]3[CH:18]=[CH:17][CH:16]=[CH:15][CH:14]=3)[CH2:31][C@H:32]2[O:33][CH2:40]1)([CH3:39])[CH3:38]. The catalyst class is: 4. (7) Reactant: [OH:1][B:2]1[C@@H:7]([NH:8][C:9](=[O:17])[CH2:10][CH2:11][C:12]2[S:13][CH:14]=[CH:15][N:16]=2)[CH2:6][C:5]2[CH:18]=[CH:19][CH:20]=[C:21]([C:22]([OH:24])=[O:23])[C:4]=2[O:3]1. Product: [CH2:21]([O:23][C:22]([C:21]1[C:4]2[O:3][B:2]([OH:1])[C@@H:7]([NH:8][C:9](=[O:17])[CH2:10][CH2:11][C:12]3[S:13][CH:14]=[CH:15][N:16]=3)[CH2:6][C:5]=2[CH:18]=[CH:19][CH:20]=1)=[O:24])[CH2:4][CH2:5][CH3:6]. The catalyst class is: 51. (8) Reactant: CCCC[N+](CCCC)(CCCC)CCCC.[F-].C([Si]([O:36][CH2:37][CH:38]1[O:43][CH2:42][C:41]2=[N:44][CH:45]=[CH:46][N:40]2[CH2:39]1)(C1C=CC=CC=1)C1C=CC=CC=1)(C)(C)C. Product: [N:44]1[CH:45]=[CH:46][N:40]2[CH2:39][CH:38]([CH2:37][OH:36])[O:43][CH2:42][C:41]=12. The catalyst class is: 7. (9) Reactant: C(O)(C(F)(F)F)=O.[C:8]([CH:10]([O:30][Si](C)(C)C)[C@@H:11]1[CH2:19][C:18]2[C:13](=[CH:14][CH:15]=[CH:16][CH:17]=2)[N:12]1[C:20]([O:22][CH2:23][C:24]1[CH:29]=[CH:28][CH:27]=[CH:26][CH:25]=1)=[O:21])#[N:9].CCO. Product: [C:8]([C@H:10]([OH:30])[C@@H:11]1[CH2:19][C:18]2[C:13](=[CH:14][CH:15]=[CH:16][CH:17]=2)[N:12]1[C:20]([O:22][CH2:23][C:24]1[CH:29]=[CH:28][CH:27]=[CH:26][CH:25]=1)=[O:21])#[N:9]. The catalyst class is: 1.